Dataset: Forward reaction prediction with 1.9M reactions from USPTO patents (1976-2016). Task: Predict the product of the given reaction. (1) Given the reactants C([O:3][C:4]([C:6]1([S:22]([C:25]2[CH:30]=[CH:29][C:28]([O:31][CH2:32][CH2:33][CH2:34][CH3:35])=[CH:27][CH:26]=2)(=[O:24])=[O:23])[CH2:11][CH2:10][N:9]([CH2:12][CH2:13][CH2:14][O:15][C:16]2[CH:21]=[CH:20][CH:19]=[CH:18][CH:17]=2)[CH2:8][CH2:7]1)=[O:5])C, predict the reaction product. The product is: [CH2:32]([O:31][C:28]1[CH:27]=[CH:26][C:25]([S:22]([C:6]2([C:4]([OH:5])=[O:3])[CH2:11][CH2:10][N:9]([CH2:12][CH2:13][CH2:14][O:15][C:16]3[CH:17]=[CH:18][CH:19]=[CH:20][CH:21]=3)[CH2:8][CH2:7]2)(=[O:24])=[O:23])=[CH:30][CH:29]=1)[CH2:33][CH2:34][CH3:35]. (2) Given the reactants [CH:1]1[C:11]2[CH:10]=[CH:9][C:8]3[CH:12]=[CH:13][CH:14]=[CH:15][C:7]=3[C:6](=[C:16]3[CH2:21][CH2:20][N:19]([C:22](=[O:28])[CH2:23][CH2:24][C:25](O)=[O:26])[CH2:18][CH2:17]3)[C:5]=2[CH:4]=[CH:3][CH:2]=1.[C:29]([NH2:33])([CH3:32])([CH3:31])[CH3:30].Cl.C(N=C=NCCCN(C)C)C.C(N(CC)CC)C, predict the reaction product. The product is: [C:29]([NH:33][C:25](=[O:26])[CH2:24][CH2:23][C:22]([N:19]1[CH2:18][CH2:17][C:16](=[C:6]2[C:7]3[CH:15]=[CH:14][CH:13]=[CH:12][C:8]=3[CH:9]=[CH:10][C:11]3[CH:1]=[CH:2][CH:3]=[CH:4][C:5]2=3)[CH2:21][CH2:20]1)=[O:28])([CH3:32])([CH3:31])[CH3:30]. (3) The product is: [C:1]([O:5][C:6](=[O:20])[N:7]([C:8]1[S:12][C:11]([C:13]2[CH:14]=[N:15][CH:16]=[CH:17][CH:18]=2)=[N:10][C:9]=1[Cl:21])[CH3:19])([CH3:4])([CH3:3])[CH3:2]. Given the reactants [C:1]([O:5][C:6](=[O:20])[N:7]([CH3:19])[C:8]1[S:12][C:11]([C:13]2[CH:14]=[N:15][CH:16]=[CH:17][CH:18]=2)=[N:10][CH:9]=1)([CH3:4])([CH3:3])[CH3:2].[Cl:21]N1C(=O)CCC1=O, predict the reaction product. (4) Given the reactants [CH2:1]([C:4]1[CH:9]=[CH:8][C:7]([C:10]([C:15]2[CH:20]=[CH:19][C:18]([CH2:21][CH2:22][CH:23]([O:28][Si:29]([CH2:34][CH3:35])([CH2:32][CH3:33])[CH2:30][CH3:31])[C:24]([CH3:27])([CH3:26])[CH3:25])=[C:17]([CH3:36])[CH:16]=2)([CH2:13][CH3:14])[CH2:11][CH3:12])=[CH:6][C:5]=1[CH3:37])[CH:2]=C.C[N+]1([O-])CC[O:42]CC1.[BH4-].[Na+].[NH4+].[Cl-], predict the reaction product. The product is: [CH3:26][C:24]([CH3:27])([CH3:25])[CH:23]([O:28][Si:29]([CH2:32][CH3:33])([CH2:30][CH3:31])[CH2:34][CH3:35])[CH2:22][CH2:21][C:18]1[CH:19]=[CH:20][C:15]([C:10]([C:7]2[CH:8]=[CH:9][C:4]([CH2:1][CH2:2][OH:42])=[C:5]([CH3:37])[CH:6]=2)([CH2:11][CH3:12])[CH2:13][CH3:14])=[CH:16][C:17]=1[CH3:36]. (5) Given the reactants Br[C:2]1[O:6][C:5](/[CH:7]=[CH:8]/[NH:9][C:10]([C:12]2[CH:17]=[CH:16][CH:15]=[CH:14][N:13]=2)=[O:11])=[CH:4][CH:3]=1.[Cl:18][C:19]1[CH:20]=[C:21](B(O)O)[CH:22]=[CH:23][C:24]=1[Cl:25].[O-]P([O-])([O-])=O.[K+].[K+].[K+].O, predict the reaction product. The product is: [Cl:18][C:19]1[CH:20]=[C:21]([C:2]2[O:6][C:5](/[CH:7]=[CH:8]/[NH:9][C:10]([C:12]3[CH:17]=[CH:16][CH:15]=[CH:14][N:13]=3)=[O:11])=[CH:4][CH:3]=2)[CH:22]=[CH:23][C:24]=1[Cl:25]. (6) Given the reactants S1C=CCS1.[SH:6][CH:7]1[N:12]([CH:13]([C:20]2[CH:25]=[CH:24][CH:23]=[CH:22][CH:21]=2)[C:14]2[CH:19]=[CH:18][CH:17]=[CH:16][CH:15]=2)[C:11](=[O:26])[CH:10]([SH:27])[N:9]([CH:28]([C:35]2[CH:40]=[CH:39][CH:38]=[CH:37][CH:36]=2)[C:29]2[CH:34]=[CH:33][CH:32]=[CH:31][CH:30]=2)[C:8]1=[O:41].II, predict the reaction product. The product is: [CH:13]([N:12]1[C:11](=[O:26])[CH:10]2[N:9]([CH:28]([C:29]3[CH:34]=[CH:33][CH:32]=[CH:31][CH:30]=3)[C:35]3[CH:36]=[CH:37][CH:38]=[CH:39][CH:40]=3)[C:8](=[O:41])[CH:7]1[S:6][S:27]2)([C:20]1[CH:25]=[CH:24][CH:23]=[CH:22][CH:21]=1)[C:14]1[CH:15]=[CH:16][CH:17]=[CH:18][CH:19]=1. (7) Given the reactants FC(F)(F)S(O[C@@H:7]([C:12]1[CH:13]=[N:14][C:15]([Cl:18])=[CH:16][CH:17]=1)[C:8]([F:11])([F:10])[F:9])(=O)=O.[OH:21][C@@H:22]1[CH2:26][NH:25][CH2:24][C@H:23]1[NH:27][C:28](=[O:37])[O:29][CH2:30][C:31]1[CH:36]=[CH:35][CH:34]=[CH:33][CH:32]=1.C([O-])([O-])=O.[K+].[K+].O, predict the reaction product. The product is: [Cl:18][C:15]1[N:14]=[CH:13][C:12]([C@@H:7]([N:25]2[CH2:26][C@@H:22]([OH:21])[C@H:23]([NH:27][C:28](=[O:37])[O:29][CH2:30][C:31]3[CH:32]=[CH:33][CH:34]=[CH:35][CH:36]=3)[CH2:24]2)[C:8]([F:11])([F:10])[F:9])=[CH:17][CH:16]=1.